From a dataset of Reaction yield outcomes from USPTO patents with 853,638 reactions. Predict the reaction yield, written as a fraction of the theoretical maximum amount of product (1.0 means a 100% yield; for example, 0.34 means a 34% yield). (1) The reactants are C(OC([N:8]1[CH2:13][CH2:12][CH:11]([C:14]2[CH:19]=[CH:18][C:17]([CH2:20][N:21]3[CH2:26][CH2:25][O:24][CH2:23][CH2:22]3)=[CH:16][CH:15]=2)[CH2:10][CH2:9]1)=O)(C)(C)C.C(O)(C(F)(F)F)=O. The catalyst is C(Cl)Cl. The product is [NH:8]1[CH2:13][CH2:12][CH:11]([C:14]2[CH:15]=[CH:16][C:17]([CH2:20][N:21]3[CH2:26][CH2:25][O:24][CH2:23][CH2:22]3)=[CH:18][CH:19]=2)[CH2:10][CH2:9]1. The yield is 0.910. (2) The reactants are [CH3:1][O:2][C:3]([N:5]1[CH2:9][CH2:8][CH:7]([C:10]2[CH:15]=[CH:14][CH:13]=[C:12]([NH2:16])[CH:11]=2)[CH2:6]1)=[O:4].C(N(CC)CC)C.[F:24][C:25]([F:38])([F:37])[O:26][C:27]1[CH:32]=[CH:31][C:30]([S:33](Cl)(=[O:35])=[O:34])=[CH:29][CH:28]=1.O. The catalyst is C1COCC1. The product is [CH3:1][O:2][C:3]([N:5]1[CH2:9][CH2:8][CH:7]([C:10]2[CH:15]=[CH:14][CH:13]=[C:12]([NH:16][S:33]([C:30]3[CH:29]=[CH:28][C:27]([O:26][C:25]([F:24])([F:37])[F:38])=[CH:32][CH:31]=3)(=[O:35])=[O:34])[CH:11]=2)[CH2:6]1)=[O:4]. The yield is 0.990. (3) The reactants are CCOC(/N=N/C(OCC)=O)=O.C1C=CC(P(C2C=CC=CC=2)C2C=CC=CC=2)=CC=1.[C:32]([C@@H:40]1[CH2:45][C@H:44]([O:46][Si:47]([C:50]([CH3:53])([CH3:52])[CH3:51])([CH3:49])[CH3:48])[CH2:43][C@H:42]([O:54]S(C)(=O)=O)[C@H:41]1[CH2:59][C:60](=[O:67])[C:61]1[CH:66]=[CH:65][CH:64]=[CH:63][CH:62]=1)(=[O:39])[C:33]1[CH:38]=[CH:37][CH:36]=[CH:35][CH:34]=1.C1CCN2C(=NCCC2)CC1. The catalyst is C1(C)C=CC=CC=1.C1COCC1. The product is [C:32]([C@@H:40]1[CH2:45][C@H:44]([O:46][Si:47]([C:50]([CH3:52])([CH3:51])[CH3:53])([CH3:48])[CH3:49])[CH2:43][C@H:42]([OH:54])[C@H:41]1[CH2:59][C:60](=[O:67])[C:61]1[CH:62]=[CH:63][CH:64]=[CH:65][CH:66]=1)(=[O:39])[C:33]1[CH:38]=[CH:37][CH:36]=[CH:35][CH:34]=1. The yield is 0.680.